This data is from Forward reaction prediction with 1.9M reactions from USPTO patents (1976-2016). The task is: Predict the product of the given reaction. Given the reactants [NH2:1][C@H:2]1[CH2:7][CH2:6][C@H:5]([CH2:8][NH:9][C:10]2[C:15]([N+:16]([O-:18])=[O:17])=[CH:14][N:13]=[C:12]([NH:19][CH2:20][C:21]3[CH:26]=[CH:25][CH:24]=[CH:23][C:22]=3[O:27][C:28]([F:31])([F:30])[F:29])[N:11]=2)[CH2:4][CH2:3]1.ClC(Cl)(Cl)S(O[CH2:38][C:39]([F:42])([F:41])[F:40])(=O)=O, predict the reaction product. The product is: [N+:16]([C:15]1[C:10]([NH:9][CH2:8][C@H:5]2[CH2:4][CH2:3][C@H:2]([NH:1][CH2:38][C:39]([F:42])([F:41])[F:40])[CH2:7][CH2:6]2)=[N:11][C:12]([NH:19][CH2:20][C:21]2[CH:26]=[CH:25][CH:24]=[CH:23][C:22]=2[O:27][C:28]([F:30])([F:31])[F:29])=[N:13][CH:14]=1)([O-:18])=[O:17].